Dataset: Full USPTO retrosynthesis dataset with 1.9M reactions from patents (1976-2016). Task: Predict the reactants needed to synthesize the given product. (1) Given the product [CH3:32][C:22]1[CH:27]=[CH:26][C:25]([S:28]([O:1][CH2:2][C@@H:3]2[O:7][C:6](=[O:8])[N:5]([C:9]3[CH:14]=[CH:13][C:12]([N:15]4[CH2:20][CH2:19][O:18][CH2:17][C:16]4=[O:21])=[CH:11][CH:10]=3)[CH2:4]2)(=[O:30])=[O:29])=[CH:24][CH:23]=1, predict the reactants needed to synthesize it. The reactants are: [OH:1][CH2:2][C@@H:3]1[O:7][C:6](=[O:8])[N:5]([C:9]2[CH:14]=[CH:13][C:12]([N:15]3[CH2:20][CH2:19][O:18][CH2:17][C:16]3=[O:21])=[CH:11][CH:10]=2)[CH2:4]1.[C:22]1([CH3:32])[CH:27]=[CH:26][C:25]([S:28](Cl)(=[O:30])=[O:29])=[CH:24][CH:23]=1. (2) Given the product [O:1]=[C:2]1[C:10]2[C:5](=[CH:6][C:7]([C:11]3[C:18]([C:17]([O:21][CH2:22][CH3:23])=[O:20])=[CH:14][S:13][N:12]=3)=[CH:8][CH:9]=2)[CH2:4][O:3]1, predict the reactants needed to synthesize it. The reactants are: [O:1]=[C:2]1[C:10]2[C:5](=[CH:6][C:7]([C:11]3O[C:14](=O)[S:13][N:12]=3)=[CH:8][CH:9]=2)[CH2:4][O:3]1.[C:17]([O:21][CH2:22][CH3:23])(=[O:20])[C:18]#C. (3) Given the product [NH:8]1[CH2:9][CH2:10][CH:11]([N:14]2[CH2:19][CH2:18][CH2:17][CH2:16][C:15]2=[O:20])[CH2:12][CH2:13]1, predict the reactants needed to synthesize it. The reactants are: C([N:8]1[CH2:13][CH2:12][CH:11]([N:14]2[CH2:19][CH2:18][CH2:17][CH2:16][C:15]2=[O:20])[CH2:10][CH2:9]1)C1C=CC=CC=1. (4) Given the product [Cl:38][CH:39]([Cl:43])[C:40]([N:20]([CH2:21][CH2:22][P:23](=[O:30])([O:27][CH2:28][CH3:29])[O:24][CH2:25][CH3:26])[C:16]1[CH:17]=[CH:18][CH:19]=[C:14]([C:12]2[O:11][N:10]=[C:9]([C:3]3[C:4]([Cl:8])=[CH:5][CH:6]=[CH:7][C:2]=3[Cl:1])[CH:13]=2)[CH:15]=1)=[O:41], predict the reactants needed to synthesize it. The reactants are: [Cl:1][C:2]1[CH:7]=[CH:6][CH:5]=[C:4]([Cl:8])[C:3]=1[C:9]1[CH:13]=[C:12]([C:14]2[CH:15]=[C:16]([NH:20][CH2:21][CH2:22][P:23](=[O:30])([O:27][CH2:28][CH3:29])[O:24][CH2:25][CH3:26])[CH:17]=[CH:18][CH:19]=2)[O:11][N:10]=1.C(N(CC)CC)C.[Cl:38][CH:39]([Cl:43])[C:40](Cl)=[O:41]. (5) Given the product [NH2:1][C:2]1[CH:9]=[CH:8][CH:7]=[CH:6][C:3]=1[CH2:4][O:5][NH2:11], predict the reactants needed to synthesize it. The reactants are: [NH2:1][C:2]1[CH:9]=[CH:8][CH:7]=[CH:6][C:3]=1[CH2:4][OH:5].O[N:11]1C(=O)C2=CC=CC=C2C1=O. (6) Given the product [F:40][C:14]([F:13])([F:39])[C:15]1[CH:34]=[C:33]([C:35]([F:36])([F:37])[F:38])[CH:32]=[CH:31][C:16]=1[CH2:17][N:18]1[C:26]2[C:21](=[CH:22][C:23](/[CH:27]=[C:4]3/[C:5](=[O:12])[N:6]([NH:7][S:8]([CH3:11])(=[O:10])=[O:9])[C:2](=[O:1])[S:3]/3)=[CH:24][CH:25]=2)[C:20]([C:29]#[N:30])=[N:19]1, predict the reactants needed to synthesize it. The reactants are: [O:1]=[C:2]1[N:6]([NH:7][S:8]([CH3:11])(=[O:10])=[O:9])[C:5](=[O:12])[CH2:4][S:3]1.[F:13][C:14]([F:40])([F:39])[C:15]1[CH:34]=[C:33]([C:35]([F:38])([F:37])[F:36])[CH:32]=[CH:31][C:16]=1[CH2:17][N:18]1[C:26]2[C:21](=[CH:22][C:23]([CH:27]=O)=[CH:24][CH:25]=2)[C:20]([C:29]#[N:30])=[N:19]1. (7) Given the product [N:12]1([C:2]2[S:3][CH:4]=[C:5]([C:7]([OH:9])=[O:8])[N:6]=2)[CH2:16][CH2:15][CH2:14][CH2:13]1, predict the reactants needed to synthesize it. The reactants are: Cl[C:2]1[S:3][CH:4]=[C:5]([C:7]([O:9]CC)=[O:8])[N:6]=1.[NH:12]1[CH2:16][CH2:15][CH2:14][CH2:13]1.C(N(CC)C(C)C)C.